From a dataset of Full USPTO retrosynthesis dataset with 1.9M reactions from patents (1976-2016). Predict the reactants needed to synthesize the given product. Given the product [CH:1]([C:2]1[C:11]2[C:6](=[CH:7][CH:8]=[C:9]([C:12]#[N:13])[CH:10]=2)[N:5]=[CH:4][CH:3]=1)=[O:15], predict the reactants needed to synthesize it. The reactants are: [CH3:1][C:2]1[C:11]2[C:6](=[CH:7][CH:8]=[C:9]([C:12]#[N:13])[CH:10]=2)[N:5]=[CH:4][CH:3]=1.[Se](=O)=[O:15].